Dataset: Drug-target binding data from BindingDB using IC50 measurements. Task: Regression. Given a target protein amino acid sequence and a drug SMILES string, predict the binding affinity score between them. We predict pIC50 (pIC50 = -log10(IC50 in M); higher means more potent). Dataset: bindingdb_ic50. (1) The compound is O=c1oc2c(O)c(O)cc3c(=O)oc4c(O)c(O)cc1c4c23. The target protein sequence is MGNRIPEEVVEQIRTSSDIVEVIGEYVQLRKQGRNYFGLCPFHGENSPSFSVSSDKQIFHCFGCGEGGNVFSFLMKMEGLAFTEAVQKLGERNGIAVAEYTSGQGQQEDISDDTVIMQQAHELLKKYYHHLLVNTEEGNEALSYLLKRGITKEMIEKFEIGYASPAWDAATKILQKRGLSLSSMEQAGLLIRSEKDGSHYDRFRGRVMFPIYTLQGKVIAFSGRALGDDTPKYLNSPETPIFHKSKLLYNFHQARPFIRKRGQVVLFEGYADVLAAVKSGVEEAVATMGTALTEEQAKLLRRNVETVVLCYDGDKAGREATMKAGQLLLQVGCQVKVTSLPDKLDPDEYVQQYGTTAFENLVKSSISFVGFKINYLRLGKNLQDESGKEEYVKSVLKELSLLQDAMQAESYLKSLSQEFSYSMETLLNQLHQYRKEQKVQQKQVKQVSKPSQIVQTKPKLTGFERAEREIIYHMLQSPEVAVRMESHIEDFHTEEHKGIL.... The pIC50 is 4.0. (2) The compound is COCCOC[C@H]1COC(=O)N1c1noc2c(F)c3c(cc12)CC1(C(=O)NC(=O)NC1=O)[C@H]1[C@H](C)O[C@H](C)CN31. The target protein (P0AES4) has sequence MSDLAREITPVNIEEELKSSYLDYAMSVIVGRALPDVRDGLKPVHRRVLYAMNVLGNDWNKAYKKSARVVGDVIGKYHPHGDSAVYDTIVRMAQPFSLRYMLVDGQGNFGSIDGDSAAAMRYTEIRLAKIAHELMADLEKETVDFVDNYDGTEKIPDVMPTKIPNLLVNGSSGIAVGMATNIPPHNLTEVINGCLAYIDDEDISIEGLMEHIPGPDFPTAAIINGRRGIEEAYRTGRGKVYIRARAEVEVDAKTGRETIIVHEIPYQVNKARLIEKIAELVKEKRVEGISALRDESDKDGMRIVIEVKRDAVGEVVLNNLYSQTQLQVSFGINMVALHHGQPKIMNLKDIIAAFVRHRREVVTRRTIFELRKARDRAHILEALAVALANIDPIIELIRHAPTPAEAKTALVANPWQLGNVAAMLERAGDDAARPEWLEPEFGVRDGLYYLTEQQAQAILDLRLQKLTGLEHEKLLDEYKELLDQIAELLRILGSADRLME.... The pIC50 is 6.7. (3) The compound is COC(=O)N[C@H](C(=O)N1CCC[C@H]1c1nc(-c2ccc(C#CC#Cc3cnc([C@@H]4CCCN4C(=O)[C@@H](NC(=O)OC)C(C)C)[nH]3)s2)c[nH]1)C(C)C. The target protein sequence is SGSWLRDVWDWICTVLTDFKTWLQSKLLPRLPGVPFFSCQRGYKGVWRGDGIMQTTCPCGAQITGHVKNGSMRIVGPRTCSNTWHGTFPINAYTTGPCTPSPAPNYSRALWRVAAEEYVEVTRVGDFHYVTGMTTDNVKCPCQVPAPEFFTEVDGVRLHRYAPACKPLLREEVTFLVGLNQYLVGSQLPCEPEPDVAVLTSMLTDPSHITAETAKRRLARGSPPSLASSSASQLSAPSLKATCTTRHDSPDADLIEANLLWRQEMGGNITRVESENKVVILDSFEPLQAEEDEREVSVPAEILRRSRKFPRAMPIWARPDYNPPLLESWKDPDYVPPVVHGCPLPPAKAPPIPPPRRKRTVVLSESTVSSALAELATKTFGSSESSAVDSGTATASPDQPSDDGDAGSDVESYSSMPPLEGEPGDPDLSDGSWSTVSEEASEDVVCC. The pIC50 is 10.0. (4) The small molecule is O=C(c1ccccc1)n1c(=O)n(-c2ccccc2)c(=O)n1C(=O)c1ccccc1. The target is XTSFAESXKPVQQPSAFGS. The pIC50 is 4.0. (5) The drug is O=C1/C(=C/c2ccc(I)o2)SC(=S)N1c1cccc(C(F)(F)F)c1. The target protein (P00451) has sequence MQIELSTCFFLCLLRFCFSATRRYYLGAVELSWDYMQSDLGELPVDARFPPRVPKSFPFNTSVVYKKTLFVEFTDHLFNIAKPRPPWMGLLGPTIQAEVYDTVVITLKNMASHPVSLHAVGVSYWKASEGAEYDDQTSQREKEDDKVFPGGSHTYVWQVLKENGPMASDPLCLTYSYLSHVDLVKDLNSGLIGALLVCREGSLAKEKTQTLHKFILLFAVFDEGKSWHSETKNSLMQDRDAASARAWPKMHTVNGYVNRSLPGLIGCHRKSVYWHVIGMGTTPEVHSIFLEGHTFLVRNHRQASLEISPITFLTAQTLLMDLGQFLLFCHISSHQHDGMEAYVKVDSCPEEPQLRMKNNEEAEDYDDDLTDSEMDVVRFDDDNSPSFIQIRSVAKKHPKTWVHYIAAEEEDWDYAPLVLAPDDRSYKSQYLNNGPQRIGRKYKKVRFMAYTDETFKTREAIQHESGILGPLLYGEVGDTLLIIFKNQASRPYNIYPHGIT.... The pIC50 is 5.2.